From a dataset of Full USPTO retrosynthesis dataset with 1.9M reactions from patents (1976-2016). Predict the reactants needed to synthesize the given product. (1) Given the product [Cl:1][C:2]1[CH:7]=[CH:6][C:5]([NH:8][CH2:9][CH2:10][N:11]([CH2:19][CH2:20][S:21]([CH3:22])=[O:42])[C:12](=[O:18])[O:13][C:14]([CH3:17])([CH3:16])[CH3:15])=[CH:4][C:3]=1[C:23]([NH:25][CH2:26][C:27]12[CH2:28][CH:29]3[CH2:35][CH:33]([CH2:32][CH:31]([CH2:30]3)[CH2:36]1)[CH2:34]2)=[O:24], predict the reactants needed to synthesize it. The reactants are: [Cl:1][C:2]1[CH:7]=[CH:6][C:5]([NH:8][CH2:9][CH2:10][N:11]([CH2:19][CH2:20][S:21][CH3:22])[C:12](=[O:18])[O:13][C:14]([CH3:17])([CH3:16])[CH3:15])=[CH:4][C:3]=1[C:23]([NH:25][CH2:26][C:27]12[CH2:36][CH:31]3[CH2:32][CH:33]([CH2:35][CH:29]([CH2:30]3)[CH2:28]1)[CH2:34]2)=[O:24].ClC1C=C(C=CC=1)C(OO)=[O:42].[OH-].[Ca+2].[OH-].S([O-])([O-])(=O)=O.[Mg+2]. (2) Given the product [Cl:1][C:2]1[CH:3]=[C:4]([CH:9]2[CH2:13][CH2:12][CH2:11][N:10]2[CH2:15][CH2:18][C:19](=[O:20])[CH3:21])[CH:5]=[CH:6][C:7]=1[Cl:8], predict the reactants needed to synthesize it. The reactants are: [Cl:1][C:2]1[CH:3]=[C:4]([CH:9]2[CH2:13][CH2:12][CH2:11][NH:10]2)[CH:5]=[CH:6][C:7]=1[Cl:8].Cl.[CH2:15]=O.O.[CH3:18][C:19]([CH3:21])=[O:20]. (3) Given the product [Br:1][C:2]1[CH:7]=[CH:6][C:5]([CH2:8][CH2:9][NH:10][S:27]([C:25]2[CH:26]=[C:21]([CH:22]=[CH:23][C:24]=2[O:31][CH3:32])[C:18]([NH2:19])=[O:20])(=[O:29])=[O:28])=[CH:4][CH:3]=1, predict the reactants needed to synthesize it. The reactants are: [Br:1][C:2]1[CH:7]=[CH:6][C:5]([CH2:8][CH2:9][NH2:10])=[CH:4][CH:3]=1.C(N(CC)CC)C.[C:18]([C:21]1[CH:22]=[CH:23][C:24]([O:31][CH3:32])=[C:25]([S:27](N)(=[O:29])=[O:28])[CH:26]=1)(=[O:20])[NH2:19].O. (4) Given the product [OH:35][CH2:3][CH2:2][CH2:1][O:4][C:5]1[CH:6]=[C:7]([CH:31]=[CH:32][CH:33]=1)[O:8][C:9]1[C:10]([NH:21][S:22]([C:25]2[N:26]=[CH:27][N:28]([CH3:30])[CH:29]=2)(=[O:24])=[O:23])=[CH:11][C:12]2[N:16]([CH3:17])[C:15](=[O:18])[N:14]([CH3:19])[C:13]=2[CH:20]=1, predict the reactants needed to synthesize it. The reactants are: [CH2:1]([O:4][C:5]1[CH:6]=[C:7]([CH:31]=[CH:32][CH:33]=1)[O:8][C:9]1[C:10]([NH:21][S:22]([C:25]2[N:26]=[CH:27][N:28]([CH3:30])[CH:29]=2)(=[O:24])=[O:23])=[CH:11][C:12]2[N:16]([CH3:17])[C:15](=[O:18])[N:14]([CH3:19])[C:13]=2[CH:20]=1)[CH:2]=[CH2:3].B.[OH-:35].[Na+].OO. (5) Given the product [CH2:19]([O:11][C:10](=[O:12])[CH:9]([NH:8][C:6]([O:5][C:1]([CH3:4])([CH3:2])[CH3:3])=[O:7])[CH2:13][C:14]1[N:15]=[CH:16][N:17]([CH2:19][C:20]2[CH:25]=[CH:24][CH:23]=[CH:22][CH:21]=2)[CH:18]=1)[C:20]1[CH:25]=[CH:24][CH:23]=[CH:22][CH:21]=1, predict the reactants needed to synthesize it. The reactants are: [C:1]([O:5][C:6]([NH:8][CH:9]([CH2:13][C:14]1[N:15]=[CH:16][NH:17][CH:18]=1)[C:10]([OH:12])=[O:11])=[O:7])([CH3:4])([CH3:3])[CH3:2].[CH2:19](Br)[C:20]1[CH:25]=[CH:24][CH:23]=[CH:22][CH:21]=1.C(=O)([O-])[O-].[K+].[K+]. (6) Given the product [OH:4][C:5]1[CH:6]=[CH:7][C:8]([CH:11]([CH3:17])[C:12]([O:14][CH2:15][CH3:16])=[O:13])=[CH:9][CH:10]=1, predict the reactants needed to synthesize it. The reactants are: COC[O:4][C:5]1[CH:10]=[CH:9][C:8]([CH:11]([CH3:17])[C:12]([O:14][CH2:15][CH3:16])=[O:13])=[CH:7][CH:6]=1.FC(F)(F)C(O)=O.C(=O)(O)[O-].[Na+].O. (7) The reactants are: [Br:1][C:2]1[CH:3]=[C:4]([NH:13][CH:14]2[CH2:19][CH2:18][O:17][CH2:16][CH2:15]2)[C:5]([CH3:12])=[C:6]([CH:11]=1)[C:7]([O:9][CH3:10])=[O:8].[CH3:20][C:21](OCC1C2C(=CC=CC=2)C(COC(C)=O)=C2C=1C=CC=C2)=[O:22]. Given the product [Br:1][C:2]1[CH:3]=[C:4]([N:13]([CH:14]2[CH2:19][CH2:18][O:17][CH2:16][CH2:15]2)[C:21](=[O:22])[CH3:20])[C:5]([CH3:12])=[C:6]([CH:11]=1)[C:7]([O:9][CH3:10])=[O:8], predict the reactants needed to synthesize it. (8) Given the product [C:13]([O:17][C:18]([N:20]1[CH2:21][CH:22]=[C:23]([C:3]2[C:2]([NH2:1])=[CH:7][CH:6]=[C:5]([C:8]([F:11])([F:10])[F:9])[N:4]=2)[CH2:24][CH2:25]1)=[O:19])([CH3:16])([CH3:14])[CH3:15], predict the reactants needed to synthesize it. The reactants are: [NH2:1][C:2]1[C:3](Cl)=[N:4][C:5]([C:8]([F:11])([F:10])[F:9])=[CH:6][CH:7]=1.[C:13]([O:17][C:18]([N:20]1[CH2:25][CH:24]=[C:23](B2OC(C)(C)C(C)(C)O2)[CH2:22][CH2:21]1)=[O:19])([CH3:16])([CH3:15])[CH3:14].P([O-])([O-])([O-])=O.[K+].[K+].[K+].C(OCC)(=O)C.